This data is from Full USPTO retrosynthesis dataset with 1.9M reactions from patents (1976-2016). The task is: Predict the reactants needed to synthesize the given product. (1) Given the product [Cl:14][C:15]1[CH:20]=[C:19]([NH:21][C:22]([NH:2][NH:1][C:3]2[CH:12]=[C:11]([CH3:13])[C:10]3[C:5](=[CH:6][CH:7]=[CH:8][CH:9]=3)[N:4]=2)=[O:23])[CH:18]=[C:17]([Cl:24])[N:16]=1, predict the reactants needed to synthesize it. The reactants are: [NH:1]([C:3]1[CH:12]=[C:11]([CH3:13])[C:10]2[C:5](=[CH:6][CH:7]=[CH:8][CH:9]=2)[N:4]=1)[NH2:2].[Cl:14][C:15]1[CH:20]=[C:19]([N:21]=[C:22]=[O:23])[CH:18]=[C:17]([Cl:24])[N:16]=1. (2) Given the product [CH2:11]([O:18][CH2:19][C@@H:20]([OH:31])[CH2:21][C:4]1[CH:3]=[C:2]([Cl:1])[CH:7]=[CH:6][C:5]=1[O:8][CH3:9])[C:12]1[CH:17]=[CH:16][CH:15]=[CH:14][CH:13]=1, predict the reactants needed to synthesize it. The reactants are: [Cl:1][C:2]1[CH:7]=[CH:6][C:5]([O:8][CH3:9])=[C:4](Br)[CH:3]=1.[CH2:11]([O:18][CH2:19][C@@H:20]([OH:31])[CH2:21]C1C=C(F)C=CC=1OC)[C:12]1[CH:17]=[CH:16][CH:15]=[CH:14][CH:13]=1. (3) Given the product [F:1][C:2]1[C:3]([O:28][CH3:29])=[CH:4][C:5]([C:6](=[O:7])[NH:8][CH3:9])=[CH:10][C:11]=1[CH2:12][CH2:13][C:14]1[CH:19]=[N:18][C:17]([NH:20][C:21]2[CH:26]=[CH:25][N+:24]([O-:35])=[C:23]([CH3:27])[CH:22]=2)=[N:16][CH:15]=1, predict the reactants needed to synthesize it. The reactants are: [F:1][C:2]1[C:11]([CH2:12][CH2:13][C:14]2[CH:15]=[N:16][C:17]([NH:20][C:21]3[CH:26]=[CH:25][N:24]=[C:23]([CH3:27])[CH:22]=3)=[N:18][CH:19]=2)=[CH:10][C:5]([C:6]([NH:8][CH3:9])=[O:7])=[CH:4][C:3]=1[O:28][CH3:29].ClC1C=C(C=CC=1)C(OO)=[O:35]. (4) Given the product [CH2:13]([O:20][C:2]1[C:7]2[N:8]=[C:9]([CH3:12])[N:10]([CH3:11])[C:6]=2[CH:5]=[CH:4][N:3]=1)[C:14]1[CH:19]=[CH:18][CH:17]=[CH:16][CH:15]=1, predict the reactants needed to synthesize it. The reactants are: Cl[C:2]1[C:7]2[N:8]=[C:9]([CH3:12])[N:10]([CH3:11])[C:6]=2[CH:5]=[CH:4][N:3]=1.[CH2:13]([OH:20])[C:14]1[CH:19]=[CH:18][CH:17]=[CH:16][CH:15]=1.CC(C)([O-])C.[K+].C1OCCOCCOCCOCCOCCOC1.P([O-])(O)(O)=O.[K+]. (5) Given the product [ClH:32].[Br:1][C:2]1[CH:3]=[C:4]([CH:29]=[CH:30][CH:31]=1)[CH2:5][NH:6][C:7]1[CH:8]=[C:9]([N:16]2[CH2:21][CH2:20][NH:19][CH2:18][CH2:17]2)[CH:10]=[CH:11][C:12]=1[N+:13]([O-:15])=[O:14], predict the reactants needed to synthesize it. The reactants are: [Br:1][C:2]1[CH:3]=[C:4]([CH:29]=[CH:30][CH:31]=1)[CH2:5][NH:6][C:7]1[CH:8]=[C:9]([N:16]2[CH2:21][CH2:20][N:19](C(OC(C)(C)C)=O)[CH2:18][CH2:17]2)[CH:10]=[CH:11][C:12]=1[N+:13]([O-:15])=[O:14].[ClH:32].